Dataset: Catalyst prediction with 721,799 reactions and 888 catalyst types from USPTO. Task: Predict which catalyst facilitates the given reaction. (1) Reactant: [CH3:1][C:2]1[N:7]=[C:6]2[S:8][C:9]3[CH2:14][CH2:13][CH2:12][CH2:11][C:10]=3[C:5]2=[C:4]([C:15]2[CH:20]=[CH:19][CH:18]=[C:17]([C:21]([F:24])([F:23])[F:22])[CH:16]=2)[C:3]=1[CH2:25][C:26]([O:28][CH3:29])=[O:27].[Li+].C[Si]([N-][Si](C)(C)C)(C)C.[CH2:40]1[CH2:44]OC[CH2:41]1.ICCC. Product: [CH3:1][C:2]1[N:7]=[C:6]2[S:8][C:9]3[CH2:14][CH2:13][CH2:12][CH2:11][C:10]=3[C:5]2=[C:4]([C:15]2[CH:20]=[CH:19][CH:18]=[C:17]([C:21]([F:24])([F:23])[F:22])[CH:16]=2)[C:3]=1[CH:25]([CH2:41][CH2:40][CH3:44])[C:26]([O:28][CH3:29])=[O:27]. The catalyst class is: 3. (2) Product: [C:28]([NH:27][C:23]1[CH:22]=[C:21]([C:15]2[N:16]([CH3:20])[C:17]([S:19][CH2:32][CH2:33][C:34]([O:36][CH2:37][CH3:38])=[O:35])=[N:18][C:14]=2[C:11]2[CH:12]=[CH:13][C:8]([F:7])=[CH:9][CH:10]=2)[CH:26]=[CH:25][N:24]=1)(=[O:30])[CH3:29]. Reactant: C([O-])([O-])=O.[K+].[K+].[F:7][C:8]1[CH:13]=[CH:12][C:11]([C:14]2[NH:18][C:17](=[S:19])[N:16]([CH3:20])[C:15]=2[C:21]2[CH:26]=[CH:25][N:24]=[C:23]([NH:27][C:28](=[O:30])[CH3:29])[CH:22]=2)=[CH:10][CH:9]=1.Br[CH2:32][CH2:33][C:34]([O:36][CH2:37][CH3:38])=[O:35]. The catalyst class is: 21. (3) Reactant: [CH3:1][C:2]1([CH3:23])[C:11]2[C:6](=[CH:7][CH:8]=[C:9]([C:12]([F:15])([F:14])[F:13])[CH:10]=2)[NH:5][CH:4]([C:16]2[CH:22]=[CH:21][CH:20]=[CH:19][C:17]=2[NH2:18])[CH2:3]1.[N:24]1[CH:29]=[CH:28][CH:27]=[C:26]([S:30](Cl)(=[O:32])=[O:31])[CH:25]=1. Product: [CH3:1][C:2]1([CH3:23])[C:11]2[C:6](=[CH:7][CH:8]=[C:9]([C:12]([F:13])([F:15])[F:14])[CH:10]=2)[NH:5][CH:4]([C:16]2[CH:22]=[CH:21][CH:20]=[CH:19][C:17]=2[NH:18][S:30]([C:26]2[CH:25]=[N:24][CH:29]=[CH:28][CH:27]=2)(=[O:32])=[O:31])[CH2:3]1. The catalyst class is: 228. (4) The catalyst class is: 10. Reactant: [Cl:1][C:2]1[CH:7]=[CH:6][CH:5]=[C:4]([Cl:8])[C:3]=1[N:9]1[C:13]([CH2:14][O:15][C:16]2[N:21]=[C:20]([C:22](F)(F)F)[C:19]([NH2:26])=[CH:18][CH:17]=2)=[C:12]([CH:27]([CH3:29])[CH3:28])[N:11]=[N:10]1.N1C=CC=CC=1.[CH3:36][O:37][C:38](=[O:49])[C:39]1[CH:44]=[CH:43][C:42]([S:45](Cl)(=[O:47])=[O:46])=[CH:41][CH:40]=1. Product: [CH3:36][O:37][C:38](=[O:49])[C:39]1[CH:40]=[CH:41][C:42]([S:45](=[O:46])(=[O:47])[NH:26][C:19]2[C:20]([CH3:22])=[N:21][C:16]([O:15][CH2:14][C:13]3[N:9]([C:3]4[C:2]([Cl:1])=[CH:7][CH:6]=[CH:5][C:4]=4[Cl:8])[N:10]=[N:11][C:12]=3[CH:27]([CH3:29])[CH3:28])=[CH:17][CH:18]=2)=[CH:43][CH:44]=1.